Dataset: Full USPTO retrosynthesis dataset with 1.9M reactions from patents (1976-2016). Task: Predict the reactants needed to synthesize the given product. (1) Given the product [O:17]([CH2:16][CH2:15][N:14]1[C:10]2[C:9]3[CH:8]=[CH:7][CH:6]=[CH:5][C:4]=3[N:3]=[C:2]([NH2:1])[C:11]=2[N:12]=[CH:13]1)[C:18]1[CH:23]=[CH:22][CH:21]=[CH:20][CH:19]=1, predict the reactants needed to synthesize it. The reactants are: [NH2:1][C:2]1[C:11]2[N:12]=[CH:13][N:14]([CH2:15][CH2:16][OH:17])[C:10]=2[C:9]2[CH:8]=[CH:7][CH:6]=[CH:5][C:4]=2[N:3]=1.[C:18]1(O)[CH:23]=[CH:22][CH:21]=[CH:20][CH:19]=1.C1(P(C2C=CC=CC=2)C2C=CC=CC=2)C=CC=CC=1.N(C(OCC)=O)=NC(OCC)=O. (2) Given the product [CH3:22][C:21]1[C:15]2[N+:14]([O-:23])=[N:13][C:12]([NH:7][CH2:6][CH2:5][N:4]([CH2:8][CH2:9][CH3:10])[CH2:1][CH2:2][CH3:3])=[N:17][C:16]=2[CH:18]=[CH:19][CH:20]=1, predict the reactants needed to synthesize it. The reactants are: [CH2:1]([N:4]([CH2:8][CH2:9][CH3:10])[CH2:5][CH2:6][NH2:7])[CH2:2][CH3:3].Cl[C:12]1[N:13]=[N+:14]([O-:23])[C:15]2[C:21]([CH3:22])=[CH:20][CH:19]=[CH:18][C:16]=2[N:17]=1. (3) Given the product [C:1]([C:5]1[CH:6]=[C:7]([NH:17][C:18]([NH:20][C:21]2[C:30]3[C:25](=[CH:26][CH:27]=[CH:28][CH:29]=3)[C:24]([O:31][CH2:32][C:33]3[CH:34]=[CH:35][N:36]=[CH:37][CH:38]=3)=[CH:23][CH:22]=2)=[O:19])[N:8]([C:10]2[CH:15]=[CH:14][CH:13]=[C:12]([C:40]([F:50])([F:49])[F:39])[CH:11]=2)[N:9]=1)([CH3:2])([CH3:3])[CH3:4], predict the reactants needed to synthesize it. The reactants are: [C:1]([C:5]1[CH:6]=[C:7]([NH:17][C:18]([NH:20][C:21]2[C:30]3[C:25](=[CH:26][CH:27]=[CH:28][CH:29]=3)[C:24]([O:31][CH2:32][C:33]3[CH:38]=[CH:37][N:36]=[CH:35][CH:34]=3)=[CH:23][CH:22]=2)=[O:19])[N:8]([C:10]2[CH:15]=[CH:14][C:13](C)=[CH:12][CH:11]=2)[N:9]=1)([CH3:4])([CH3:3])[CH3:2].[F:39][C:40]([F:50])([F:49])C1C=C(NN)C=CC=1. (4) Given the product [CH2:14]([Sn:9]([CH2:5][CH2:6][CH2:7][CH3:8])([CH2:10][CH2:11][CH2:12][CH3:13])/[CH:3]=[CH:2]/[CH2:1][OH:4])[CH2:15][CH2:16][CH3:17], predict the reactants needed to synthesize it. The reactants are: [CH2:1]([OH:4])[C:2]#[CH:3].[CH2:5]([SnH:9]([CH2:14][CH2:15][CH2:16][CH3:17])[CH2:10][CH2:11][CH2:12][CH3:13])[CH2:6][CH2:7][CH3:8].N(C1(C#N)CCCCC1)=NC1(C#N)CCCCC1. (5) Given the product [F:1][C:2]([F:12])([F:11])[C:3]1[CH:10]=[CH:9][C:6]([CH2:7][N:31]2[CH2:32][CH2:33][CH:28]([C@@H:17]3[CH2:18][C:19]4[C:24](=[CH:23][CH:22]=[C:21]([CH3:25])[C:20]=4[O:26][CH3:27])[C@H:15]([CH2:14][Br:13])[O:16]3)[CH2:29][CH2:30]2)=[CH:5][CH:4]=1, predict the reactants needed to synthesize it. The reactants are: [F:1][C:2]([F:12])([F:11])[C:3]1[CH:10]=[CH:9][C:6]([CH2:7]Br)=[CH:5][CH:4]=1.[Br:13][CH2:14][C@H:15]1[C:24]2[C:19](=[C:20]([O:26][CH3:27])[C:21]([CH3:25])=[CH:22][CH:23]=2)[CH2:18][C@@H:17]([CH:28]2[CH2:33][CH2:32][NH:31][CH2:30][CH2:29]2)[O:16]1. (6) Given the product [C:25]([CH2:2][C:3]1[C:4]([C:16]2[CH:21]=[CH:20][CH:19]=[CH:18][CH:17]=2)=[N:5][C:6]2[C:11]([C:12]=1[C:13]([O:15][CH3:22])=[O:14])=[CH:10][CH:9]=[CH:8][CH:7]=2)#[N:26], predict the reactants needed to synthesize it. The reactants are: Br[CH2:2][C:3]1[C:4]([C:16]2[CH:21]=[CH:20][CH:19]=[CH:18][CH:17]=2)=[N:5][C:6]2[C:11]([C:12]=1[C:13]([O-:15])=[O:14])=[CH:10][CH:9]=[CH:8][CH:7]=2.[C-:22]#N.[Na+].[CH3:25][N:26](C=O)C.